This data is from Reaction yield outcomes from USPTO patents with 853,638 reactions. The task is: Predict the reaction yield, written as a fraction of the theoretical maximum amount of product (1.0 means a 100% yield; for example, 0.34 means a 34% yield). (1) The reactants are C([O:3][C:4](=O)[CH2:5][C:6]1[CH:7]=[C:8]([O:25][C:26]([F:29])([F:28])[F:27])[CH:9]=[C:10]2[C:15]=1[O:14][CH:13]([C:16]([F:19])([F:18])[F:17])[C:12]([C:20]([O:22]CC)=[O:21])=[CH:11]2)C.C1COCC1.C(O)C.[BH4-].[Na+].Cl. The catalyst is [Cl-].[Na+].O.O. The product is [OH:3][CH2:4][CH2:5][C:6]1[CH:7]=[C:8]([O:25][C:26]([F:29])([F:27])[F:28])[CH:9]=[C:10]2[C:15]=1[O:14][CH:13]([C:16]([F:19])([F:18])[F:17])[C:12]([C:20]([OH:22])=[O:21])=[CH:11]2. The yield is 0.230. (2) The reactants are C[O:2][C:3]([C:5]1[CH:10]=[CH:9][N:8]2[N:11]=[CH:12][CH:13]=[C:7]2[CH:6]=1)=[O:4].[OH-].[K+].O. The product is [N:11]1[N:8]2[CH:9]=[CH:10][C:5]([C:3]([OH:4])=[O:2])=[CH:6][C:7]2=[CH:13][CH:12]=1. The yield is 0.840. The catalyst is CO.C1COCC1. (3) The reactants are [NH2:1][C:2]1[S:3][CH:4]=[C:5]([C:11]2[CH:16]=[CH:15][C:14]([Cl:17])=[CH:13][CH:12]=2)[C:6]=1[C:7]([O:9][CH3:10])=[O:8].[C:18](Cl)(=[O:25])[C:19]1[CH:24]=[CH:23][CH:22]=[CH:21][CH:20]=1.N1C=CC=CC=1. The catalyst is C(#N)C. The product is [C:18]([NH:1][C:2]1[S:3][CH:4]=[C:5]([C:11]2[CH:16]=[CH:15][C:14]([Cl:17])=[CH:13][CH:12]=2)[C:6]=1[C:7]([O:9][CH3:10])=[O:8])(=[O:25])[C:19]1[CH:24]=[CH:23][CH:22]=[CH:21][CH:20]=1. The yield is 0.209. (4) The reactants are [Br:1][C:2]1[C:3]([F:12])=[C:4]2[C:10]([NH2:11])=[CH:9][NH:8][C:5]2=[N:6][CH:7]=1.[C:13](O)(=[O:20])[C:14]1[CH:19]=[CH:18][CH:17]=[N:16][CH:15]=1.O=C1N(P(Cl)(N2CCOC2=O)=O)CCO1.C(N(CC)CC)C.[Li+].[OH-].C([O-])([O-])=O.[Na+].[Na+]. The catalyst is C(Cl)Cl. The product is [Br:1][C:2]1[C:3]([F:12])=[C:4]2[C:10]([NH:11][C:13](=[O:20])[C:14]3[CH:19]=[CH:18][CH:17]=[N:16][CH:15]=3)=[CH:9][NH:8][C:5]2=[N:6][CH:7]=1. The yield is 0.800.